Dataset: Full USPTO retrosynthesis dataset with 1.9M reactions from patents (1976-2016). Task: Predict the reactants needed to synthesize the given product. (1) Given the product [CH:3]12[CH2:5][CH:8]([CH2:9][CH2:10]1)[CH:7]=[CH:12]2.[C:3]([O:2][CH3:1])(=[O:4])[CH3:5], predict the reactants needed to synthesize it. The reactants are: [CH3:1][O:2][C:3]([CH3:5])=[O:4].Cl[C:7]1[CH:12]=C[CH:10]=[CH:9][CH:8]=1. (2) The reactants are: [F:1][C:2]([F:20])([F:19])[C:3]1[CH:8]=[CH:7][C:6]([C:9]2[CH:13]=[C:12]([CH2:14][CH2:15][CH2:16][CH2:17][OH:18])[O:11][N:10]=2)=[CH:5][CH:4]=1.[CH2:21]([O:23][C:24]1[CH:29]=[C:28](O)[CH:27]=[CH:26][C:25]=1[CH2:31][CH2:32][C:33]([O:35]CC)=[O:34])[CH3:22].C1(P(C2C=CC=CC=2)C2C=CC=CC=2)C=CC=CC=1.N(C(OCC)=O)=NC(OCC)=O. Given the product [CH2:21]([O:23][C:24]1[CH:29]=[C:28]([O:18][CH2:17][CH2:16][CH2:15][CH2:14][C:12]2[O:11][N:10]=[C:9]([C:6]3[CH:5]=[CH:4][C:3]([C:2]([F:1])([F:19])[F:20])=[CH:8][CH:7]=3)[CH:13]=2)[CH:27]=[CH:26][C:25]=1[CH2:31][CH2:32][C:33]([OH:35])=[O:34])[CH3:22], predict the reactants needed to synthesize it. (3) Given the product [F:22][C:16]1[C:17]([F:21])=[CH:18][CH:19]=[CH:20][C:15]=1[C@H:12]1[CH2:13][N:14]([CH2:34][C:35]([OH:37])([CH3:38])[CH3:36])[C:23](=[O:25])[C@H:9]([N:8]([C:26]([O:28][C:29]([CH3:30])([CH3:32])[CH3:31])=[O:27])[C:6]([O:5][C:1]([CH3:4])([CH3:3])[CH3:2])=[O:7])[CH2:10][CH2:11]1, predict the reactants needed to synthesize it. The reactants are: [C:1]([O:5][C:6]([N:8]([C:26]([O:28][C:29]([CH3:32])([CH3:31])[CH3:30])=[O:27])[C@@H:9]([C:23]([OH:25])=O)[CH2:10][CH2:11][C@@H:12]([C:15]1[CH:20]=[CH:19][CH:18]=[C:17]([F:21])[C:16]=1[F:22])[CH2:13][NH2:14])=[O:7])([CH3:4])([CH3:3])[CH3:2].Cl[CH2:34][C:35]([CH3:38])([OH:37])[CH3:36].C(N(C(C)C)CC)(C)C.C(Cl)CCl.C1C=NC2N(O)N=NC=2C=1.C([O-])(O)=O.[Na+]. (4) Given the product [Br:21][C:22]1[CH:28]=[CH:27][CH:26]=[C:25]([Br:29])[C:23]=1[NH:24][C:10](=[O:12])[CH2:9][C:5]1[CH:6]=[CH:7][CH:8]=[C:3]([C:2]([F:1])([F:14])[F:13])[CH:4]=1, predict the reactants needed to synthesize it. The reactants are: [F:1][C:2]([F:14])([F:13])[C:3]1[CH:4]=[C:5]([CH2:9][C:10]([OH:12])=O)[CH:6]=[CH:7][CH:8]=1.C(Cl)(=O)C(Cl)=O.[Br:21][C:22]1[CH:28]=[CH:27][CH:26]=[C:25]([Br:29])[C:23]=1[NH2:24].C(N(C(C)C)C(C)C)C.C(=O)(O)[O-].[Na+].